From a dataset of Catalyst prediction with 721,799 reactions and 888 catalyst types from USPTO. Predict which catalyst facilitates the given reaction. Reactant: [N:1]1([CH2:6][CH2:7][CH2:8][CH2:9][NH2:10])[CH2:5][CH2:4][CH2:3][CH2:2]1.[C:11](N1C=CN=C1)([N:13]1[CH:17]=[CH:16][N:15]=[CH:14]1)=[O:12]. Product: [N:1]1([CH2:6][CH2:7][CH2:8][CH2:9][NH:10][C:11]([N:13]2[CH:17]=[CH:16][N:15]=[CH:14]2)=[O:12])[CH2:5][CH2:4][CH2:3][CH2:2]1. The catalyst class is: 7.